This data is from Catalyst prediction with 721,799 reactions and 888 catalyst types from USPTO. The task is: Predict which catalyst facilitates the given reaction. (1) Reactant: [C:1]1([C@H:7]([NH:37][C:38]([O:40][C@@H:41]2[CH:46]3[CH2:47][CH2:48][N:43]([CH2:44][CH2:45]3)[CH2:42]2)=[O:39])[C:8]2[CH:9]=[C:10]([CH:34]=[CH:35][CH:36]=2)[O:11][CH2:12][C:13]2[CH:33]=[CH:32][C:16]([C:17]([O:19][CH2:20][C:21]3[CH:26]=[CH:25][CH:24]=[C:23]([CH:27]4OCC[O:28]4)[CH:22]=3)=[O:18])=[CH:15][CH:14]=2)[CH:6]=[CH:5][CH:4]=[CH:3][CH:2]=1.Cl. Product: [C:1]1([C@H:7]([NH:37][C:38]([O:40][C@@H:41]2[CH:46]3[CH2:47][CH2:48][N:43]([CH2:44][CH2:45]3)[CH2:42]2)=[O:39])[C:8]2[CH:9]=[C:10]([CH:34]=[CH:35][CH:36]=2)[O:11][CH2:12][C:13]2[CH:33]=[CH:32][C:16]([C:17]([O:19][CH2:20][C:21]3[CH:26]=[CH:25][CH:24]=[C:23]([CH:27]=[O:28])[CH:22]=3)=[O:18])=[CH:15][CH:14]=2)[CH:6]=[CH:5][CH:4]=[CH:3][CH:2]=1. The catalyst class is: 56. (2) Reactant: Br[CH2:2][CH2:3][O:4][CH3:5].C([O-])([O-])=O.[Cs+].[Cs+].[CH3:12][C:13]1[N:17]([CH2:18][C:19]2[CH:20]=[C:21]([OH:25])[CH:22]=[CH:23][CH:24]=2)[N:16]=[C:15]([C:26]2[S:27][CH:28]=[C:29]([C:31]3[CH:36]=[CH:35][C:34]([O:37][C:38]([F:41])([F:40])[F:39])=[CH:33][CH:32]=3)[N:30]=2)[N:14]=1. Product: [CH3:5][O:4][CH2:3][CH2:2][O:25][C:21]1[CH:20]=[C:19]([CH2:18][N:17]2[C:13]([CH3:12])=[N:14][C:15]([C:26]3[S:27][CH:28]=[C:29]([C:31]4[CH:36]=[CH:35][C:34]([O:37][C:38]([F:39])([F:41])[F:40])=[CH:33][CH:32]=4)[N:30]=3)=[N:16]2)[CH:24]=[CH:23][CH:22]=1. The catalyst class is: 16. (3) Reactant: Br[CH2:2][CH:3]([C:5]1[CH:6]=[C:7]([S:11]([NH:14][CH:15]2[CH2:20][CH2:19][CH2:18][CH2:17][CH2:16]2)(=[O:13])=[O:12])[CH:8]=[CH:9][CH:10]=1)[OH:4].[C-:21]#[N:22].[Na+]. Product: [C:21]([CH2:2][CH:3]([C:5]1[CH:6]=[C:7]([S:11]([NH:14][CH:15]2[CH2:20][CH2:19][CH2:18][CH2:17][CH2:16]2)(=[O:13])=[O:12])[CH:8]=[CH:9][CH:10]=1)[OH:4])#[N:22]. The catalyst class is: 88. (4) Reactant: [O:1]1[C:6]2[CH:7]=[CH:8][C:9]([C:11]3[C:12]([C:19]4[S:20][CH:21]=[CH:22][CH:23]=4)=[N:13][N:14]([CH3:18])[C:15]=3[CH:16]=[O:17])=[CH:10][C:5]=2[CH2:4][CH2:3][CH2:2]1.[Cl:24]N1C(=O)CCC1=O. Product: [Cl:24][C:21]1[S:20][C:19]([C:12]2[C:11]([C:9]3[CH:8]=[CH:7][C:6]4[O:1][CH2:2][CH2:3][CH2:4][C:5]=4[CH:10]=3)=[C:15]([CH:16]=[O:17])[N:14]([CH3:18])[N:13]=2)=[CH:23][CH:22]=1. The catalyst class is: 10. (5) Reactant: Cl.[CH:2]1([N:5]([CH:19]2[CH2:24][CH2:23][NH:22][CH2:21][CH2:20]2)[C:6](=[O:18])[C:7]2[CH:12]=[CH:11][C:10]([C:13]3[O:17][CH:16]=[N:15][CH:14]=3)=[CH:9][CH:8]=2)[CH2:4][CH2:3]1.[CH3:25][O:26][C:27]([C:29]1[CH:34]=[N:33][C:32](Cl)=[CH:31][N:30]=1)=[O:28]. Product: [CH3:25][O:26][C:27]([C:29]1[CH:34]=[N:33][C:32]([N:22]2[CH2:23][CH2:24][CH:19]([N:5]([CH:2]3[CH2:4][CH2:3]3)[C:6](=[O:18])[C:7]3[CH:8]=[CH:9][C:10]([C:13]4[O:17][CH:16]=[N:15][CH:14]=4)=[CH:11][CH:12]=3)[CH2:20][CH2:21]2)=[CH:31][N:30]=1)=[O:28]. The catalyst class is: 60. (6) Reactant: [C:1]([O:5][C:6]([N:8]1[C@@H:12]([CH3:13])[C@H:11]([F:14])[CH2:10][C@H:9]1[C:15]([OH:17])=O)=[O:7])([CH3:4])([CH3:3])[CH3:2].CCN=C=NCCCN(C)C.C1C=CC2N(O)N=NC=2C=1.C(N(CC)CC)C.[Cl:46][C:47]1[C:48]([CH2:62][NH2:63])=[CH:49][C:50]([C:53]2[S:57][C:56]([C:58]([F:61])([F:60])[F:59])=[N:55][CH:54]=2)=[N:51][CH:52]=1. Product: [Cl:46][C:47]1[C:48]([CH2:62][NH:63][C:15]([C@H:9]2[N:8]([C:6]([O:5][C:1]([CH3:2])([CH3:3])[CH3:4])=[O:7])[C@@H:12]([CH3:13])[C@H:11]([F:14])[CH2:10]2)=[O:17])=[CH:49][C:50]([C:53]2[S:57][C:56]([C:58]([F:60])([F:61])[F:59])=[N:55][CH:54]=2)=[N:51][CH:52]=1. The catalyst class is: 42. (7) Product: [OH:14][C:9]1[CH:10]=[C:11]([CH3:13])[C:12]2[C:3]([CH2:4][C:5]([OH:15])=[O:17])=[CH:2][O:6][C:7]=2[CH:8]=1. Reactant: Cl[CH2:2][C:3]1[C:12]2[C:7](=[CH:8][C:9]([OH:14])=[CH:10][C:11]=2[CH3:13])[O:6][C:5](=[O:15])[CH:4]=1.S(=O)(=O)(O)[OH:17]. The catalyst class is: 611.